From a dataset of Reaction yield outcomes from USPTO patents with 853,638 reactions. Predict the reaction yield, written as a fraction of the theoretical maximum amount of product (1.0 means a 100% yield; for example, 0.34 means a 34% yield). (1) The reactants are [NH2:1][C:2]1[CH:3]=[C:4]2[C:8](=[CH:9][C:10]=1[N+:11]([O-:13])=[O:12])[C:7](=[O:14])[NH:6][C:5]2=[O:15].N[CH:17]1[CH2:22][CH2:21][N:20]([C:23]([O:25][C:26]([CH3:29])([CH3:28])[CH3:27])=[O:24])[CH2:19][CH2:18]1.N1C=CN=C1. The catalyst is O1CCOCC1. The product is [C:26]([O:25][C:23]([N:20]1[CH2:21][CH2:22][CH:17]([N:6]2[C:5](=[O:15])[C:4]3[C:8](=[CH:9][C:10]([N+:11]([O-:13])=[O:12])=[C:2]([NH2:1])[CH:3]=3)[C:7]2=[O:14])[CH2:18][CH2:19]1)=[O:24])([CH3:29])([CH3:27])[CH3:28]. The yield is 0.540. (2) The reactants are [CH3:1][O:2][C:3]1[CH:4]=[C:5]2[C:10](=[CH:11][C:12]=1[O:13][CH3:14])[N:9]=[CH:8][CH:7]=[C:6]2[O:15][C:16]1[CH:22]=[CH:21][C:19]([NH2:20])=[CH:18][CH:17]=1.ClC(Cl)(O[C:27](=[O:33])OC(Cl)(Cl)Cl)Cl.[NH2:35][CH:36]1[CH2:41][C:40]([CH3:43])([CH3:42])[NH:39][C:38]([CH3:45])([CH3:44])[CH2:37]1.C(=O)([O-])O.[Na+]. The catalyst is C(N(CC)CC)C.C(Cl)(Cl)Cl. The product is [CH3:1][O:2][C:3]1[CH:4]=[C:5]2[C:10](=[CH:11][C:12]=1[O:13][CH3:14])[N:9]=[CH:8][CH:7]=[C:6]2[O:15][C:16]1[CH:22]=[CH:21][C:19]([NH:20][C:27]([NH:35][CH:36]2[CH2:37][C:38]([CH3:45])([CH3:44])[NH:39][C:40]([CH3:43])([CH3:42])[CH2:41]2)=[O:33])=[CH:18][CH:17]=1. The yield is 0.170. (3) The reactants are [N+:1]([C:4]1[CH:9]=[CH:8][C:7]([C:10]2[CH:15]=[CH:14][C:13]([C:16]([OH:18])=O)=[CH:12][CH:11]=2)=[CH:6][CH:5]=1)([O-:3])=[O:2].C(Cl)(=O)C(Cl)=O.Cl.[CH3:26][C:27]([C:30]([O:32][CH3:33])=[O:31])([CH3:29])[NH2:28].C(N(CC)CC)C. The catalyst is C(Cl)Cl.CN(C)C=O. The product is [CH3:26][C:27]([C:30]([O:32][CH3:33])=[O:31])([CH3:29])[NH:28][C:16]([C:13]1[CH:12]=[CH:11][C:10]([C:7]2[CH:6]=[CH:5][C:4]([N+:1]([O-:3])=[O:2])=[CH:9][CH:8]=2)=[CH:15][CH:14]=1)=[O:18]. The yield is 0.950. (4) The reactants are [Br:1][C:2]1[CH:10]=[CH:9][C:5]([C:6]([OH:8])=[O:7])=[C:4]([F:11])[CH:3]=1.[C:12](Cl)(=O)C(Cl)=O. The catalyst is CO. The product is [Br:1][C:2]1[CH:10]=[CH:9][C:5]([C:6]([O:8][CH3:12])=[O:7])=[C:4]([F:11])[CH:3]=1. The yield is 0.880.